Dataset: CYP2C9 inhibition data for predicting drug metabolism from PubChem BioAssay. Task: Regression/Classification. Given a drug SMILES string, predict its absorption, distribution, metabolism, or excretion properties. Task type varies by dataset: regression for continuous measurements (e.g., permeability, clearance, half-life) or binary classification for categorical outcomes (e.g., BBB penetration, CYP inhibition). Dataset: cyp2c9_veith. (1) The compound is COc1ccc(-c2ccc(=N)n(CCCC(=O)O)n2)cc1. The result is 1 (inhibitor). (2) The drug is CC(=O)OC[C@H]1O[C@@H](CCO/N=C2\[C@@H]3CCn4c(=O)n(-c5ccccc5)c(=O)n4[C@H]3[C@H](O)[C@H]3O[C@H]23)C=C[C@@H]1OC(C)=O. The result is 0 (non-inhibitor). (3) The drug is O=C(O)c1cc2ccccc2c(Cc2c(O)c(C(=O)O)cc3ccccc23)c1O. The result is 0 (non-inhibitor). (4) The compound is CCOc1ccccc1NC(=O)CCC(=O)O. The result is 0 (non-inhibitor). (5) The compound is COC(=O)c1[nH]c2cc(C)ccc2c1NC(=O)CN1CCCc2ccccc21. The result is 1 (inhibitor).